From a dataset of Forward reaction prediction with 1.9M reactions from USPTO patents (1976-2016). Predict the product of the given reaction. (1) Given the reactants [F:1][C:2]1[CH:7]=[CH:6][C:5]([S:8]([N:11]([CH3:25])[CH:12]2[CH2:24][N:16]3[C:17]4[C:22]([CH:23]=[C:15]3[CH2:14][CH2:13]2)=[CH:21][CH:20]=[CH:19][CH:18]=4)(=[O:10])=[O:9])=[CH:4][CH:3]=1.[C:26](Cl)(=[O:30])[C:27](Cl)=[O:28].[CH3:32][OH:33], predict the reaction product. The product is: [F:1][C:2]1[CH:7]=[CH:6][C:5]([S:8]([N:11]([CH3:25])[CH:12]2[CH2:24][N:16]3[C:17]4[C:22]([C:23]([C:26](=[O:30])[C:27]([O:33][CH3:32])=[O:28])=[C:15]3[CH2:14][CH2:13]2)=[CH:21][CH:20]=[CH:19][CH:18]=4)(=[O:9])=[O:10])=[CH:4][CH:3]=1. (2) Given the reactants Br[C:2]1[CH:15]=[CH:14][C:13]2[N:12]([C:16]3[CH:21]=[CH:20][CH:19]=[CH:18][CH:17]=3)[C:11]3[C:6](=[CH:7][C:8](C4C=CC=CC=4)=[CH:9][CH:10]=3)[C:5]([CH3:29])([CH3:28])[C:4]=2[CH:3]=1.[CH2:30](O)[CH3:31].C(=O)([O-])[O-].[K+].[K+].[C:39]1([CH3:45])[CH:44]=[CH:43][CH:42]=[CH:41][CH:40]=1, predict the reaction product. The product is: [C:39]1([C:45]2[CH:31]=[CH:30][CH:29]=[CH:5][CH:28]=2)[CH:44]=[CH:43][C:42]([N:12]([C:13]2[CH:4]=[CH:3][C:2]([C:2]3[CH:15]=[CH:14][C:13]4[N:12]([C:11]5[CH:6]=[CH:7][CH:8]=[CH:9][CH:10]=5)[C:16]5[C:17](=[CH:18][C:19]([C:16]6[CH:21]=[CH:20][CH:19]=[CH:18][CH:17]=6)=[CH:20][CH:21]=5)[C:5]([CH3:28])([CH3:29])[C:4]=4[CH:3]=3)=[CH:15][CH:14]=2)[C:11]2[CH:6]=[CH:7][CH:8]=[CH:9][CH:10]=2)=[CH:41][CH:40]=1.